Dataset: Full USPTO retrosynthesis dataset with 1.9M reactions from patents (1976-2016). Task: Predict the reactants needed to synthesize the given product. (1) Given the product [CH2:1]([NH:3][C:4]([NH:5][C:6]1[S:7][C:8]2[C:14]([C:15]3[CH:20]=[C:19]([CH3:21])[CH:18]=[CH:17][N:16]=3)=[CH:13][C:12]([C:33]3[CH:32]=[N:31][CH:36]=[CH:35][CH:34]=3)=[CH:11][C:9]=2[N:10]=1)=[O:30])[CH3:2], predict the reactants needed to synthesize it. The reactants are: [CH2:1]([NH:3][C:4](=[O:30])[NH:5][C:6]1[S:7][C:8]2[C:14]([C:15]3[CH:20]=[C:19]([CH3:21])[CH:18]=[CH:17][N:16]=3)=[CH:13][C:12](OS(C(F)(F)F)(=O)=O)=[CH:11][C:9]=2[N:10]=1)[CH3:2].[N:31]1[CH:36]=[CH:35][CH:34]=[C:33](B(O)O)[CH:32]=1.[O-]P([O-])([O-])=O.[K+].[K+].[K+].O1CCOCC1. (2) Given the product [C:20]([O:19][CH2:18][C:9]1[N:8]([CH2:1][C:2]2[CH:3]=[CH:4][CH:5]=[CH:6][CH:7]=2)[C:16]2[C:11]([CH:10]=1)=[CH:12][C:13]([Br:17])=[CH:14][CH:15]=2)(=[O:22])[CH3:21], predict the reactants needed to synthesize it. The reactants are: [CH2:1]([N:8]1[C:16]2[C:11](=[CH:12][C:13]([Br:17])=[CH:14][CH:15]=2)[CH:10]=[C:9]1[CH2:18][OH:19])[C:2]1[CH:7]=[CH:6][CH:5]=[CH:4][CH:3]=1.[C:20](Cl)(=[O:22])[CH3:21]. (3) Given the product [N:1]1[CH:6]=[CH:5][CH:4]=[CH:3][C:2]=1[C:7]1[CH:8]=[CH:9][C:10]([CH2:11][OH:12])=[CH:13][CH:14]=1, predict the reactants needed to synthesize it. The reactants are: [N:1]1[CH:6]=[CH:5][CH:4]=[CH:3][C:2]=1[C:7]1[CH:14]=[CH:13][C:10]([CH:11]=[O:12])=[CH:9][CH:8]=1.[BH4-].[Na+]. (4) Given the product [N:50]1[C:59]2[C:54](=[CH:55][CH:56]=[CH:57][CH:58]=2)[C:53]([CH2:22][NH:23][C:12]([C:6]2[CH2:7][O:8][C:9]3[C:4]([CH:5]=2)=[CH:3][C:2]([Cl:1])=[CH:11][CH:10]=3)=[O:14])=[CH:52][CH:51]=1, predict the reactants needed to synthesize it. The reactants are: [Cl:1][C:2]1[CH:3]=[C:4]2[C:9](=[CH:10][CH:11]=1)[O:8][CH2:7][C:6]([C:12]([OH:14])=O)=[CH:5]2.F[P-](F)(F)(F)(F)F.[CH3:22][N+:23](C)=C(N(C)C)ON1C2N=CC=CC=2N=N1.CCN(C(C)C)C(C)C.Cl.Cl.[N:50]1[C:59]2[C:54](=[CH:55][CH:56]=[CH:57][CH:58]=2)[C:53](NC)=[CH:52][CH:51]=1.C([O-])(O)=O.[Na+]. (5) Given the product [C:1]([O:5][C:6]([N:8]1[CH2:13][CH2:12][CH:11]([O:14][CH2:15][C:16](=[S:28])[NH2:17])[CH2:10][CH2:9]1)=[O:7])([CH3:4])([CH3:3])[CH3:2], predict the reactants needed to synthesize it. The reactants are: [C:1]([O:5][C:6]([N:8]1[CH2:13][CH2:12][CH:11]([O:14][CH2:15][C:16](=O)[NH2:17])[CH2:10][CH2:9]1)=[O:7])([CH3:4])([CH3:3])[CH3:2].COC1C=CC(P2(SP(C3C=CC(OC)=CC=3)(=S)S2)=[S:28])=CC=1.